From a dataset of Full USPTO retrosynthesis dataset with 1.9M reactions from patents (1976-2016). Predict the reactants needed to synthesize the given product. (1) Given the product [O:20]1[C:24]2[CH:25]=[CH:26][C:27]([CH2:29][N:4]3[CH2:3][CH2:2][N:1]([C:7]4[CH:8]=[CH:9][C:10]5[N:11]([C:13]([C:16]([F:17])([F:18])[F:19])=[N:14][N:15]=5)[N:12]=4)[CH2:6][CH2:5]3)=[CH:28][C:23]=2[O:22][CH2:21]1, predict the reactants needed to synthesize it. The reactants are: [N:1]1([C:7]2[CH:8]=[CH:9][C:10]3[N:11]([C:13]([C:16]([F:19])([F:18])[F:17])=[N:14][N:15]=3)[N:12]=2)[CH2:6][CH2:5][NH:4][CH2:3][CH2:2]1.[O:20]1[C:24]2[CH:25]=[CH:26][C:27]([CH:29]=O)=[CH:28][C:23]=2[O:22][CH2:21]1. (2) Given the product [OH:7][C:5]1[N:4]([C:8]2[CH:13]=[CH:12][CH:11]=[CH:10][CH:9]=2)[N:3]=[C:2]([CH3:1])[C:6]=1[CH:22]1[C:19]2[C:20]([OH:21])=[C:15]([CH3:14])[N:16]=[CH:17][C:18]=2[CH2:24][O:25]1, predict the reactants needed to synthesize it. The reactants are: [CH3:1][C:2]1[CH2:6][C:5](=[O:7])[N:4]([C:8]2[CH:13]=[CH:12][CH:11]=[CH:10][CH:9]=2)[N:3]=1.[CH3:14][C:15]1[C:20]([OH:21])=[C:19]([CH:22]=O)[C:18]([CH2:24][OH:25])=[CH:17][N:16]=1.Cl.